This data is from Reaction yield outcomes from USPTO patents with 853,638 reactions. The task is: Predict the reaction yield, written as a fraction of the theoretical maximum amount of product (1.0 means a 100% yield; for example, 0.34 means a 34% yield). (1) The reactants are C[Si]([N-][Si](C)(C)C)(C)C.[Na+].C(OC([N:18]1[C:22]([NH2:23])=[CH:21][C:20]([CH2:24][CH2:25][C:26]2[CH:31]=[C:30]([O:32][CH3:33])[CH:29]=[C:28]([O:34][CH3:35])[CH:27]=2)=[N:19]1)=O)(C)(C)C.[F:36][CH:37]1[CH2:42][CH2:41][CH2:40][N:39]([CH2:43][C:44]2[CH:53]=[CH:52][C:47]([C:48](OC)=[O:49])=[CH:46][CH:45]=2)[CH2:38]1.C(=O)([O-])[O-]. The catalyst is C1COCC1.CC#N. The product is [CH3:33][O:32][C:30]1[CH:31]=[C:26]([CH2:25][CH2:24][C:20]2[NH:19][N:18]=[C:22]([NH:23][C:48](=[O:49])[C:47]3[CH:46]=[CH:45][C:44]([CH2:43][N:39]4[CH2:40][CH2:41][CH2:42][CH:37]([F:36])[CH2:38]4)=[CH:53][CH:52]=3)[CH:21]=2)[CH:27]=[C:28]([O:34][CH3:35])[CH:29]=1. The yield is 0.160. (2) The reactants are [CH2:1]([N:5]1[C:9](=[O:10])[C:8](Cl)=[C:7]([C:12]2[CH:17]=[CH:16][CH:15]=[CH:14][CH:13]=2)[S:6]1(=[O:19])=[O:18])[CH2:2][CH2:3][CH3:4].[NH2:20][C:21]1[CH:30]=[CH:29][C:24]2[N:25]=[C:26]([SH:28])[S:27][C:23]=2[CH:22]=1. The catalyst is CN(C=O)C. The product is [CH2:1]([N:5]1[C:9](=[O:10])[C:8]([NH:20][C:21]2[CH:30]=[CH:29][C:24]3[NH:25][C:26](=[S:28])[S:27][C:23]=3[CH:22]=2)=[C:7]([C:12]2[CH:17]=[CH:16][CH:15]=[CH:14][CH:13]=2)[S:6]1(=[O:19])=[O:18])[CH2:2][CH2:3][CH3:4]. The yield is 0.0450. (3) The reactants are Br[C:2]1[CH:14]=[CH:13][C:5]2[NH:6][C:7](=[O:12])[O:8][C:9]([CH3:11])([CH3:10])[C:4]=2[CH:3]=1.[C:15]([O:19][C:20]([N:22]1[CH:26]=[CH:25][CH:24]=[C:23]1B(O)O)=[O:21])([CH3:18])([CH3:17])[CH3:16].C(=O)([O-])[O-].[K+].[K+].C(=O)(O)[O-].[Na+]. The catalyst is C1(C)C=CC=CC=1.C(O)C.O.C1C=CC([P]([Pd]([P](C2C=CC=CC=2)(C2C=CC=CC=2)C2C=CC=CC=2)([P](C2C=CC=CC=2)(C2C=CC=CC=2)C2C=CC=CC=2)[P](C2C=CC=CC=2)(C2C=CC=CC=2)C2C=CC=CC=2)(C2C=CC=CC=2)C2C=CC=CC=2)=CC=1. The product is [C:15]([O:19][C:20]([N:22]1[CH:26]=[CH:25][CH:24]=[C:23]1[C:2]1[CH:14]=[CH:13][C:5]2[NH:6][C:7](=[O:12])[O:8][C:9]([CH3:11])([CH3:10])[C:4]=2[CH:3]=1)=[O:21])([CH3:18])([CH3:16])[CH3:17]. The yield is 0.620. (4) The reactants are Br[C:2]1[S:3][CH:4]=[CH:5][N:6]=1.C([Li])CCC.[CH3:12][C:13]([O:16][C:17](=[O:27])[NH:18][CH2:19][CH2:20][C:21](NCOC)=[O:22])([CH3:15])[CH3:14].C(OCC)(=O)C. The catalyst is O1CCCC1.CCCC(C)C. The product is [CH3:15][C:13]([O:16][C:17](=[O:27])[NH:18][CH2:19][CH2:20][C:21](=[O:22])[C:2]1[S:3][CH:4]=[CH:5][N:6]=1)([CH3:12])[CH3:14]. The yield is 0.670. (5) The reactants are [Cl:1][C:2]1[CH:7]=[CH:6][C:5]([C:8]2[N:12]([CH:13]([CH:17]3[CH2:22][CH2:21][CH2:20][CH2:19][CH2:18]3)[C:14](O)=[O:15])[C:11]3[CH:23]=[C:24]([F:28])[C:25]([F:27])=[CH:26][C:10]=3[N:9]=2)=[CH:4][CH:3]=1.[NH2:29][C:30]1[CH:40]=[CH:39][C:33]([C:34]([O:36][CH2:37][CH3:38])=[O:35])=[CH:32][CH:31]=1. The catalyst is S(Cl)(Cl)=O.CN(C)C1C=CN=CC=1.ClCCl. The product is [CH2:37]([O:36][C:34](=[O:35])[C:33]1[CH:39]=[CH:40][C:30]([NH:29][C:14](=[O:15])[CH:13]([N:12]2[C:11]3[CH:23]=[C:24]([F:28])[C:25]([F:27])=[CH:26][C:10]=3[N:9]=[C:8]2[C:5]2[CH:4]=[CH:3][C:2]([Cl:1])=[CH:7][CH:6]=2)[CH:17]2[CH2:22][CH2:21][CH2:20][CH2:19][CH2:18]2)=[CH:31][CH:32]=1)[CH3:38]. The yield is 0.620. (6) The reactants are C([O:4][C@@H:5]1[C@H:9]([O:10][CH2:11][C:12]2[CH:17]=[CH:16][CH:15]=[CH:14][CH:13]=2)[C@:8]([CH2:20][O:21][CH2:22][C:23]2[CH:28]=[CH:27][CH:26]=[CH:25][CH:24]=2)([CH:18]=[CH2:19])[O:7][C@H:6]1[N:29]1[CH:34]=[CH:33][C:32](=[O:35])[NH:31][C:30]1=[O:36])(=O)C.CO. The catalyst is N. The product is [CH2:11]([O:10][C@@H:9]1[C@:8]([CH2:20][O:21][CH2:22][C:23]2[CH:28]=[CH:27][CH:26]=[CH:25][CH:24]=2)([CH:18]=[CH2:19])[O:7][C@@H:6]([N:29]2[CH:34]=[CH:33][C:32](=[O:35])[NH:31][C:30]2=[O:36])[C@@H:5]1[OH:4])[C:12]1[CH:13]=[CH:14][CH:15]=[CH:16][CH:17]=1. The yield is 0.780. (7) The reactants are [CH2:1]1[CH2:6][CH2:5][C:4]([CH2:11][NH2:12])([CH2:7][C:8]([OH:10])=[O:9])[CH2:3][CH2:2]1.[CH2:13](O)[CH:14]=[CH2:15].S(Cl)([Cl:19])=O. The catalyst is C(OCC)C. The product is [ClH:19].[NH2:12][CH2:11][C:4]1([CH2:7][C:8]([O:10][CH2:15][CH:14]=[CH2:13])=[O:9])[CH2:3][CH2:2][CH2:1][CH2:6][CH2:5]1. The yield is 0.880. (8) The reactants are COCCN(S(F)(F)[F:11])CCOC.[Br:14][C:15]1[CH:16]=[CH:17][C:18]([Cl:24])=[C:19]([CH:21](O)[CH3:22])[CH:20]=1. The catalyst is ClCCl.O. The product is [Br:14][C:15]1[CH:16]=[CH:17][C:18]([Cl:24])=[C:19]([CH:21]([F:11])[CH3:22])[CH:20]=1. The yield is 0.658. (9) The reactants are Cl[C:2]1[N:7]=[C:6](Cl)[N:5]=[C:4](Cl)[N:3]=1.[CH3:10][NH2:11].C1COCC1.[OH-].[Na+].[CH3:19][NH:20][C@@H:21]1[CH2:26][CH2:25][C@H:24]([C:27]([OH:29])=[O:28])[CH2:23][CH2:22]1.[CH3:30][N:31]1[CH2:36][CH2:35][NH:34][CH2:33][CH2:32]1. The catalyst is CC#N.O. The product is [CH3:19][N:20]([C:2]1[N:7]=[C:6]([NH:11][CH3:10])[N:5]=[C:4]([N:34]2[CH2:35][CH2:36][N:31]([CH3:30])[CH2:32][CH2:33]2)[N:3]=1)[C@@H:21]1[CH2:26][CH2:25][C@H:24]([C:27]([OH:29])=[O:28])[CH2:23][CH2:22]1. The yield is 0.440.